Dataset: Reaction yield outcomes from USPTO patents with 853,638 reactions. Task: Predict the reaction yield, written as a fraction of the theoretical maximum amount of product (1.0 means a 100% yield; for example, 0.34 means a 34% yield). The catalyst is C1COCC1.O.O.C(OCC)(=O)C. The reactants are [N:1]([C@H:4]1[C@H:9]([NH:10][CH2:11][C:12]2[CH:17]=[CH:16][C:15]([O:18][CH3:19])=[CH:14][CH:13]=2)[CH2:8][CH2:7][O:6][CH2:5]1)=[N+]=[N-].C1(P(C2C=CC=CC=2)C2C=CC=CC=2)C=CC=CC=1. The yield is 0.314. The product is [CH3:19][O:18][C:15]1[CH:14]=[CH:13][C:12]([CH2:11][NH:10][C@@H:9]2[CH2:8][CH2:7][O:6][CH2:5][C@H:4]2[NH2:1])=[CH:17][CH:16]=1.